Dataset: Forward reaction prediction with 1.9M reactions from USPTO patents (1976-2016). Task: Predict the product of the given reaction. (1) Given the reactants Br.[Cl:2][C:3]1[C:12]([OH:13])=[C:11]([OH:14])[C:10]([Cl:15])=[C:9]2[C:4]=1[CH2:5][CH2:6][NH:7][CH2:8]2.[CH3:16][C:17]1[C:22](/[CH:23]=[CH:24]/[C:25](O)=[O:26])=[CH:21][CH:20]=[C:19]([C:28]([F:31])([F:30])[F:29])[N:18]=1.CCN=C=NCCCN(C)C.Cl.C1C=CC2N(O)N=NC=2C=1.C([O-])([O-])=O.[Cs+].[Cs+], predict the reaction product. The product is: [Cl:2][C:3]1[C:12]([OH:13])=[C:11]([OH:14])[C:10]([Cl:15])=[C:9]2[C:4]=1[CH2:5][CH2:6][N:7]([C:25](=[O:26])/[CH:24]=[CH:23]/[C:22]1[C:17]([CH3:16])=[N:18][C:19]([C:28]([F:29])([F:30])[F:31])=[CH:20][CH:21]=1)[CH2:8]2. (2) The product is: [CH2:16]([O:23][C:24]([NH:26][C@@H:27]1[CH2:32][CH2:31][N:30]([CH2:33][CH2:34][N:7]2[C:8]3[C:3](=[C:2]([F:1])[CH:11]=[C:10]([F:12])[CH:9]=3)[CH:4]=[CH:5][C:6]2=[O:13])[CH2:29][C@H:28]1[C:40]([O:42][CH3:43])=[O:41])=[O:25])[C:17]1[CH:18]=[CH:19][CH:20]=[CH:21][CH:22]=1. Given the reactants [F:1][C:2]1[CH:11]=[C:10]([F:12])[CH:9]=[C:8]2[C:3]=1[CH:4]=[CH:5][C:6](=[O:13])[NH:7]2.[H-].[Na+].[CH2:16]([O:23][C:24]([NH:26][C@@H:27]1[CH2:32][CH2:31][N:30]([CH2:33][CH2:34]OS(C)(=O)=O)[CH2:29][C@H:28]1[C:40]([O:42][CH3:43])=[O:41])=[O:25])[C:17]1[CH:22]=[CH:21][CH:20]=[CH:19][CH:18]=1.C(OC(=O)NC1CCN(CCN2C3C(=CC=C(F)C=3F)C=CC2=O)CC1)(C)(C)C, predict the reaction product. (3) Given the reactants C(=O)([O-])[O-].[K+].[K+].I[CH3:8].[CH:9]1([NH:15][C:16]2[C:17]([NH2:22])=[CH:18][CH:19]=[CH:20][CH:21]=2)[CH2:14][CH2:13][CH2:12][CH2:11][CH2:10]1.O, predict the reaction product. The product is: [CH:9]1([NH:15][C:16]2[C:17]([NH:22][CH3:8])=[CH:18][CH:19]=[CH:20][CH:21]=2)[CH2:14][CH2:13][CH2:12][CH2:11][CH2:10]1. (4) Given the reactants [F:1][C:2]1[C:10]([I:11])=[C:9]([CH3:12])[CH:8]=[CH:7][C:3]=1[C:4]([OH:6])=[O:5].S(=O)(=O)(O)O.[CH3:18]O, predict the reaction product. The product is: [CH3:18][O:5][C:4](=[O:6])[C:3]1[CH:7]=[CH:8][C:9]([CH3:12])=[C:10]([I:11])[C:2]=1[F:1].